Dataset: Full USPTO retrosynthesis dataset with 1.9M reactions from patents (1976-2016). Task: Predict the reactants needed to synthesize the given product. (1) Given the product [NH2:8][C:7]1[C:2]([Cl:1])=[CH:3][C:4]([F:22])=[C:5]([N:11]2[C:20](=[O:21])[C:15]3[CH2:16][CH2:17][CH2:18][CH2:19][C:14]=3[C:12]2=[O:13])[CH:6]=1, predict the reactants needed to synthesize it. The reactants are: [Cl:1][C:2]1[C:7]([N+:8]([O-])=O)=[CH:6][C:5]([N:11]2[C:20](=[O:21])[C:15]3[CH2:16][CH2:17][CH2:18][CH2:19][C:14]=3[C:12]2=[O:13])=[C:4]([F:22])[CH:3]=1. (2) Given the product [Cl-:10].[OH:14][CH:12]([CH3:13])[CH2:11][N+:7]1[CH:8]=[CH:9][N:5]([CH2:1][CH2:2][CH2:3][CH3:4])[CH:6]=1, predict the reactants needed to synthesize it. The reactants are: [CH2:1]([N:5]1[CH:9]=[CH:8][N:7]=[CH:6]1)[CH2:2][CH2:3][CH3:4].[ClH:10].[CH2:11]1[O:14][CH:12]1[CH3:13]. (3) Given the product [Br:1][C:2]1[CH:3]=[CH:4][C:5](=[O:8])[N:6]([CH3:12])[CH:7]=1, predict the reactants needed to synthesize it. The reactants are: [Br:1][C:2]1[CH:3]=[CH:4][C:5]([OH:8])=[N:6][CH:7]=1.[H-].[Na+].I[CH3:12].O.